This data is from Reaction yield outcomes from USPTO patents with 853,638 reactions. The task is: Predict the reaction yield, written as a fraction of the theoretical maximum amount of product (1.0 means a 100% yield; for example, 0.34 means a 34% yield). (1) The reactants are Cl[C:2]1[CH:17]=[C:16]([NH:18][CH:19]([CH3:21])[CH3:20])[C:5]([C:6]([NH:8][CH2:9][C@@H:10]([F:15])[C:11]([OH:14])([CH3:13])[CH3:12])=[O:7])=[CH:4][N:3]=1.[NH2:22][C:23]1[C:30]([Cl:31])=[CH:29][C:26]([C:27]#[N:28])=[CH:25][N:24]=1.CC1(C)C2C(=C(P(C3C=CC=CC=3)C3C=CC=CC=3)C=CC=2)OC2C(P(C3C=CC=CC=3)C3C=CC=CC=3)=CC=CC1=2.C([O-])([O-])=O.[Na+].[Na+]. The catalyst is O1CCOCC1.C1C=CC([P]([Pd]([P](C2C=CC=CC=2)(C2C=CC=CC=2)C2C=CC=CC=2)([P](C2C=CC=CC=2)(C2C=CC=CC=2)C2C=CC=CC=2)[P](C2C=CC=CC=2)(C2C=CC=CC=2)C2C=CC=CC=2)(C2C=CC=CC=2)C2C=CC=CC=2)=CC=1.O. The product is [Cl:31][C:30]1[C:23]([NH:22][C:2]2[CH:17]=[C:16]([NH:18][CH:19]([CH3:21])[CH3:20])[C:5]([C:6]([NH:8][CH2:9][C@@H:10]([F:15])[C:11]([OH:14])([CH3:13])[CH3:12])=[O:7])=[CH:4][N:3]=2)=[N:24][CH:25]=[C:26]([C:27]#[N:28])[CH:29]=1. The yield is 0.0500. (2) The reactants are [OH-].[K+].[C:3]([O:7][C:8]([NH:10][CH2:11][C:12]#[C:13][C:14]1[C:15]([O:51][CH2:52][CH2:53][CH2:54][S:55]([OH:58])(=[O:57])=[O:56])=[C:16]([C:21]([O:43][CH2:44][CH2:45][CH2:46][S:47]([OH:50])(=[O:49])=[O:48])=[C:22]([C:32]#[C:33][CH2:34][NH:35][C:36]([O:38][C:39]([CH3:42])([CH3:41])[CH3:40])=[O:37])[C:23]=1[O:24][CH2:25][CH2:26][CH2:27][S:28]([OH:31])(=[O:30])=[O:29])[C:17]([O:19]C)=[O:18])=[O:9])([CH3:6])([CH3:5])[CH3:4]. The catalyst is O. The product is [C:3]([O:7][C:8]([NH:10][CH2:11][C:12]#[C:13][C:14]1[C:15]([O:51][CH2:52][CH2:53][CH2:54][S:55]([OH:58])(=[O:57])=[O:56])=[C:16]([C:21]([O:43][CH2:44][CH2:45][CH2:46][S:47]([OH:50])(=[O:49])=[O:48])=[C:22]([C:32]#[C:33][CH2:34][NH:35][C:36]([O:38][C:39]([CH3:40])([CH3:41])[CH3:42])=[O:37])[C:23]=1[O:24][CH2:25][CH2:26][CH2:27][S:28]([OH:31])(=[O:29])=[O:30])[C:17]([OH:19])=[O:18])=[O:9])([CH3:4])([CH3:5])[CH3:6]. The yield is 0.670. (3) The reactants are [F:1][C:2]1[CH:25]=[CH:24][C:5]([CH2:6][CH2:7][C@H:8]2[CH2:13][C@@H:12]([C:14]3[O:18][NH:17][C:16](=[O:19])[CH:15]=3)[CH2:11][CH2:10][N:9]2C(OC)=O)=[CH:4][CH:3]=1.Br. The product is [F:1][C:2]1[CH:3]=[CH:4][C:5]([CH2:6][CH2:7][C@H:8]2[CH2:13][C@@H:12]([C:14]3[O:18][NH:17][C:16](=[O:19])[CH:15]=3)[CH2:11][CH2:10][NH:9]2)=[CH:24][CH:25]=1. No catalyst specified. The yield is 0.630. (4) The reactants are Br[C:2]1[CH:3]=[C:4]([CH:15]([CH2:21][CH:22]([CH3:24])[CH3:23])[C:16]([O:18][CH2:19][CH3:20])=[O:17])[CH:5]=[C:6]([Cl:14])[C:7]=1[O:8][CH2:9][C:10]([F:13])([F:12])[F:11].[F:25][C:26]([F:37])([F:36])[C:27]1[CH:32]=[CH:31][C:30](B(O)O)=[CH:29][CH:28]=1.[F-].[Cs+]. The product is [Cl:14][C:6]1[CH:5]=[C:4]([CH:15]([CH2:21][CH:22]([CH3:24])[CH3:23])[C:16]([O:18][CH2:19][CH3:20])=[O:17])[CH:3]=[C:2]([C:30]2[CH:31]=[CH:32][C:27]([C:26]([F:37])([F:36])[F:25])=[CH:28][CH:29]=2)[C:7]=1[O:8][CH2:9][C:10]([F:13])([F:12])[F:11]. The catalyst is COCCOC.C1C=CC([P]([Pd]([P](C2C=CC=CC=2)(C2C=CC=CC=2)C2C=CC=CC=2)([P](C2C=CC=CC=2)(C2C=CC=CC=2)C2C=CC=CC=2)[P](C2C=CC=CC=2)(C2C=CC=CC=2)C2C=CC=CC=2)(C2C=CC=CC=2)C2C=CC=CC=2)=CC=1. The yield is 0.740. (5) The reactants are [Cl:1][C:2]1[CH:7]=[CH:6][N:5]=[C:4]2[CH:8]=[CH:9][S:10][C:3]=12.[Li]CCCC.[CH2:16]([N:18]1[C:22]([CH3:23])=[C:21](I)[N:20]=[CH:19]1)[CH3:17]. The catalyst is C1COCC1.[Cl-].[Cl-].[Zn+2].C1C=CC([P]([Pd]([P](C2C=CC=CC=2)(C2C=CC=CC=2)C2C=CC=CC=2)([P](C2C=CC=CC=2)(C2C=CC=CC=2)C2C=CC=CC=2)[P](C2C=CC=CC=2)(C2C=CC=CC=2)C2C=CC=CC=2)(C2C=CC=CC=2)C2C=CC=CC=2)=CC=1. The product is [Cl:1][C:2]1[CH:7]=[CH:6][N:5]=[C:4]2[CH:8]=[C:9]([C:21]3[N:20]=[CH:19][N:18]([CH2:16][CH3:17])[C:22]=3[CH3:23])[S:10][C:3]=12. The yield is 1.00. (6) The reactants are C(O[C@H:5]1[CH:14]=[C:13]([CH3:15])[C@H:12]([C:16](=[O:18])[CH3:17])[C:7]2([CH2:11][CH2:10][CH2:9][CH2:8]2)[CH2:6]1)(=O)C.Cl.[CH2:20]1CCN2C(=NCCC2)CC1. No catalyst specified. The product is [CH3:20][CH2:17][C:16]([C:12]1[C:7]2([CH2:6][CH:5]=[CH:14][C:13]=1[CH3:15])[CH2:8][CH2:9][CH2:10][CH2:11]2)=[O:18]. The yield is 0.720.